This data is from Full USPTO retrosynthesis dataset with 1.9M reactions from patents (1976-2016). The task is: Predict the reactants needed to synthesize the given product. Given the product [Cl:19][C:15]1[CH:14]=[CH:13][C:12]2[C:17](=[CH:18][C:9]([CH2:8][N:5]3[CH2:6][CH2:7][C@H:3]([NH:2][S:26]([C:25]4[S:21][C:22]5[CH:33]=[CH:32][CH:31]=[CH:30][C:23]=5[CH:24]=4)(=[O:27])=[O:28])[C:4]3=[O:20])=[CH:10][CH:11]=2)[N:16]=1, predict the reactants needed to synthesize it. The reactants are: Cl.[NH2:2][C@H:3]1[CH2:7][CH2:6][N:5]([CH2:8][C:9]2[CH:18]=[C:17]3[C:12]([CH:13]=[CH:14][C:15]([Cl:19])=[N:16]3)=[CH:11][CH:10]=2)[C:4]1=[O:20].[S:21]1[C:25]([S:26](Cl)(=[O:28])=[O:27])=[CH:24][C:23]2[CH:30]=[CH:31][CH:32]=[CH:33][C:22]1=2.COC1C=C2C(C=CC(S(Cl)(=O)=O)=C2)=CC=1.